From a dataset of NCI-60 drug combinations with 297,098 pairs across 59 cell lines. Regression. Given two drug SMILES strings and cell line genomic features, predict the synergy score measuring deviation from expected non-interaction effect. (1) Drug 1: C1=C(C(=O)NC(=O)N1)F. Drug 2: CC1=C(N=C(N=C1N)C(CC(=O)N)NCC(C(=O)N)N)C(=O)NC(C(C2=CN=CN2)OC3C(C(C(C(O3)CO)O)O)OC4C(C(C(C(O4)CO)O)OC(=O)N)O)C(=O)NC(C)C(C(C)C(=O)NC(C(C)O)C(=O)NCCC5=NC(=CS5)C6=NC(=CS6)C(=O)NCCC[S+](C)C)O. Cell line: HT29. Synergy scores: CSS=51.5, Synergy_ZIP=3.10, Synergy_Bliss=3.48, Synergy_Loewe=2.94, Synergy_HSA=3.10. (2) Drug 1: C1=C(C(=O)NC(=O)N1)N(CCCl)CCCl. Drug 2: CC(C)CN1C=NC2=C1C3=CC=CC=C3N=C2N. Cell line: SNB-19. Synergy scores: CSS=34.6, Synergy_ZIP=5.05, Synergy_Bliss=6.73, Synergy_Loewe=4.55, Synergy_HSA=4.91. (3) Drug 1: C1CC(=O)NC(=O)C1N2CC3=C(C2=O)C=CC=C3N. Drug 2: CN(C(=O)NC(C=O)C(C(C(CO)O)O)O)N=O. Cell line: SN12C. Synergy scores: CSS=5.66, Synergy_ZIP=-3.95, Synergy_Bliss=-3.24, Synergy_Loewe=-0.985, Synergy_HSA=-0.985. (4) Drug 1: C1=CN(C(=O)N=C1N)C2C(C(C(O2)CO)O)O.Cl. Drug 2: CCCCCOC(=O)NC1=NC(=O)N(C=C1F)C2C(C(C(O2)C)O)O. Cell line: MALME-3M. Synergy scores: CSS=34.8, Synergy_ZIP=-0.966, Synergy_Bliss=1.90, Synergy_Loewe=-46.1, Synergy_HSA=1.57. (5) Drug 1: CN1CCC(CC1)COC2=C(C=C3C(=C2)N=CN=C3NC4=C(C=C(C=C4)Br)F)OC. Drug 2: CN(C(=O)NC(C=O)C(C(C(CO)O)O)O)N=O. Cell line: OVCAR-4. Synergy scores: CSS=8.66, Synergy_ZIP=-2.62, Synergy_Bliss=-0.293, Synergy_Loewe=-7.46, Synergy_HSA=-0.469. (6) Drug 1: CC1=C(C=C(C=C1)C(=O)NC2=CC(=CC(=C2)C(F)(F)F)N3C=C(N=C3)C)NC4=NC=CC(=N4)C5=CN=CC=C5. Drug 2: CCCCC(=O)OCC(=O)C1(CC(C2=C(C1)C(=C3C(=C2O)C(=O)C4=C(C3=O)C=CC=C4OC)O)OC5CC(C(C(O5)C)O)NC(=O)C(F)(F)F)O. Cell line: NCI-H460. Synergy scores: CSS=48.8, Synergy_ZIP=-1.36, Synergy_Bliss=-2.74, Synergy_Loewe=-4.89, Synergy_HSA=-1.24. (7) Drug 1: CCC1(CC2CC(C3=C(CCN(C2)C1)C4=CC=CC=C4N3)(C5=C(C=C6C(=C5)C78CCN9C7C(C=CC9)(C(C(C8N6C)(C(=O)OC)O)OC(=O)C)CC)OC)C(=O)OC)O.OS(=O)(=O)O. Drug 2: C1=NC2=C(N1)C(=S)N=CN2. Cell line: OVCAR-8. Synergy scores: CSS=32.2, Synergy_ZIP=-10.2, Synergy_Bliss=-3.69, Synergy_Loewe=-1.77, Synergy_HSA=-1.97. (8) Drug 1: CC1=C(C=C(C=C1)NC2=NC=CC(=N2)N(C)C3=CC4=NN(C(=C4C=C3)C)C)S(=O)(=O)N.Cl. Drug 2: C1=NNC2=C1C(=O)NC=N2. Cell line: NCI-H226. Synergy scores: CSS=14.8, Synergy_ZIP=-1.71, Synergy_Bliss=4.52, Synergy_Loewe=-9.30, Synergy_HSA=2.90. (9) Drug 1: CC12CCC(CC1=CCC3C2CCC4(C3CC=C4C5=CN=CC=C5)C)O. Drug 2: C(=O)(N)NO. Cell line: NCIH23. Synergy scores: CSS=-0.545, Synergy_ZIP=-1.99, Synergy_Bliss=-4.75, Synergy_Loewe=-6.00, Synergy_HSA=-5.17. (10) Drug 1: CC1=CC2C(CCC3(C2CCC3(C(=O)C)OC(=O)C)C)C4(C1=CC(=O)CC4)C. Drug 2: CC1=C2C(C(=O)C3(C(CC4C(C3C(C(C2(C)C)(CC1OC(=O)C(C(C5=CC=CC=C5)NC(=O)C6=CC=CC=C6)O)O)OC(=O)C7=CC=CC=C7)(CO4)OC(=O)C)O)C)OC(=O)C. Cell line: CAKI-1. Synergy scores: CSS=30.5, Synergy_ZIP=5.67, Synergy_Bliss=7.92, Synergy_Loewe=-78.4, Synergy_HSA=4.62.